Dataset: Peptide-MHC class II binding affinity with 134,281 pairs from IEDB. Task: Regression. Given a peptide amino acid sequence and an MHC pseudo amino acid sequence, predict their binding affinity value. This is MHC class II binding data. (1) The MHC is DRB4_0101 with pseudo-sequence DRB4_0103. The peptide sequence is VDIKPKDSDEFIPMK. The binding affinity (normalized) is 0.0797. (2) The peptide sequence is KKPDFILATDIAEMG. The MHC is HLA-DQA10501-DQB10302 with pseudo-sequence HLA-DQA10501-DQB10302. The binding affinity (normalized) is 0.261. (3) The peptide sequence is LSVTEQSEFYFPRAP. The MHC is DRB3_0202 with pseudo-sequence DRB3_0202. The binding affinity (normalized) is 0. (4) The peptide sequence is AEGLSGEPKGAAESS. The MHC is DRB1_0301 with pseudo-sequence DRB1_0301. The binding affinity (normalized) is 0.201. (5) The peptide sequence is TSVGKGIHTVFGSAF. The MHC is HLA-DQA10601-DQB10402 with pseudo-sequence HLA-DQA10601-DQB10402. The binding affinity (normalized) is 0.554. (6) The peptide sequence is SIAQHLVSDRPIMRY. The MHC is DRB1_1101 with pseudo-sequence DRB1_1101. The binding affinity (normalized) is 0.504. (7) The peptide sequence is LKKYFAATQFEPLAA. The MHC is HLA-DPA10103-DPB10601 with pseudo-sequence HLA-DPA10103-DPB10601. The binding affinity (normalized) is 0.963.